This data is from Full USPTO retrosynthesis dataset with 1.9M reactions from patents (1976-2016). The task is: Predict the reactants needed to synthesize the given product. (1) Given the product [O:8]([C:4]1[CH:3]=[C:2]([CH:7]=[CH:6][CH:5]=1)[O:40][C:37]1[CH:36]=[CH:35][C:34]([C:31]2[CH:32]=[CH:33][C:28]([N:26]3[C:25]4[CH:24]=[CH:23][CH:22]=[CH:21][C:20]=4[C:19]4[C:27]3=[CH:15][CH:16]=[CH:17][CH:18]=4)=[CH:29][CH:30]=2)=[CH:39][CH:38]=1)[C:9]1[CH:10]=[CH:11][CH:12]=[CH:13][CH:14]=1, predict the reactants needed to synthesize it. The reactants are: F[C:2]1[CH:7]=[CH:6][CH:5]=[C:4]([O:8][C:9]2[CH:14]=[CH:13][CH:12]=[CH:11][CH:10]=2)[CH:3]=1.[CH:15]1[C:27]2[N:26]([C:28]3[CH:33]=[CH:32][C:31]([C:34]4[CH:39]=[CH:38][C:37]([OH:40])=[CH:36][CH:35]=4)=[CH:30][CH:29]=3)[C:25]3[C:20](=[CH:21][CH:22]=[CH:23][CH:24]=3)[C:19]=2[CH:18]=[CH:17][CH:16]=1.C(=O)([O-])[O-].[K+].[K+].C(=O)([O-])[O-].[Cs+].[Cs+]. (2) Given the product [C:40]1([CH:37]2[CH2:38][CH2:39][NH:8][C@@H:9]2[C:10]([N:12]2[CH2:36][CH2:35][CH2:34][C@H:13]2[C:14]([NH:16][CH2:17][C:18]2[CH:23]=[C:22]([Cl:24])[CH:21]=[CH:20][C:19]=2[CH2:25][NH2:26])=[O:15])=[O:11])[CH:41]=[CH:42][CH:43]=[CH:44][CH:45]=1, predict the reactants needed to synthesize it. The reactants are: O(C([N:8]1[CH2:39][CH2:38][CH:37]([C:40]2[CH:45]=[CH:44][CH:43]=[CH:42][CH:41]=2)[C@H:9]1[C:10]([N:12]1[CH2:36][CH2:35][CH2:34][C@H:13]1[C:14]([NH:16][CH2:17][C:18]1[CH:23]=[C:22]([Cl:24])[CH:21]=[CH:20][C:19]=1[CH2:25][NH:26]C(OC(C)(C)C)=O)=[O:15])=[O:11])=O)C(C)(C)C.Cl. (3) Given the product [C:1]([O:5][C:6]([NH:8][CH2:9][CH2:10][CH2:11][N:12]1[C:20]([C:21]([OH:23])=[O:22])=[C:19]2[C:14]([C:15]3[CH:28]=[C:27]([C:29]4[CH:34]=[CH:33][CH:32]=[C:31]([N+:35]([O-:37])=[O:36])[CH:30]=4)[C:26]([O:38][CH3:39])=[CH:25][C:16]=3[CH:17]=[CH:18]2)=[N:13]1)=[O:7])([CH3:3])([CH3:4])[CH3:2], predict the reactants needed to synthesize it. The reactants are: [C:1]([O:5][C:6]([NH:8][CH2:9][CH2:10][CH2:11][N:12]1[C:20]([C:21]([O:23]C)=[O:22])=[C:19]2[C:14]([C:15]3[CH:28]=[C:27]([C:29]4[CH:34]=[CH:33][CH:32]=[C:31]([N+:35]([O-:37])=[O:36])[CH:30]=4)[C:26]([O:38][CH3:39])=[CH:25][C:16]=3[CH:17]=[CH:18]2)=[N:13]1)=[O:7])([CH3:4])([CH3:3])[CH3:2].O.[OH-].[Li+]. (4) Given the product [CH:7]1([C:10]([C:12]2[CH:21]=[CH:20][C:15]3[N:16]([CH2:23][CH2:24][O:25][C:26]4[CH:27]=[CH:28][C:29]([CH2:32][CH:33]([O:39][CH2:40][C:41]([F:42])([F:44])[F:43])[C:34]([O:36][CH2:37][CH3:38])=[O:35])=[CH:30][CH:31]=4)[C:17](=[O:19])[S:18][C:14]=3[CH:13]=2)=[O:11])[CH2:8][CH2:9]1, predict the reactants needed to synthesize it. The reactants are: C(=O)([O-])[O-].[K+].[K+].[CH:7]1([C:10]([C:12]2[CH:21]=[CH:20][C:15]3[NH:16][C:17](=[O:19])[S:18][C:14]=3[CH:13]=2)=[O:11])[CH2:9][CH2:8]1.Cl[CH2:23][CH2:24][O:25][C:26]1[CH:31]=[CH:30][C:29]([CH2:32][CH:33]([O:39][CH2:40][C:41]([F:44])([F:43])[F:42])[C:34]([O:36][CH2:37][CH3:38])=[O:35])=[CH:28][CH:27]=1. (5) Given the product [CH:1]([C:4]1[CH:9]=[CH:8][CH:7]=[CH:6][C:5]=1[C:10]1[C:18]2[C:13](=[CH:14][CH:15]=[C:16]([O:19][CH2:20][CH2:21][CH2:22][CH2:23][N:24]3[CH2:25][CH2:26][O:27][CH2:28][CH2:29]3)[CH:17]=2)[N:12]([CH2:30][CH2:31][CH2:32][O:33][C:34]2[C:43]3[C:38](=[CH:39][CH:40]=[CH:41][CH:42]=3)[CH:37]=[CH:36][CH:35]=2)[C:11]=1[C:44]([OH:46])=[O:45])([CH3:3])[CH3:2], predict the reactants needed to synthesize it. The reactants are: [CH:1]([C:4]1[CH:9]=[CH:8][CH:7]=[CH:6][C:5]=1[C:10]1[C:18]2[C:13](=[CH:14][CH:15]=[C:16]([O:19][CH2:20][CH2:21][CH2:22][CH2:23][N:24]3[CH2:29][CH2:28][O:27][CH2:26][CH2:25]3)[CH:17]=2)[N:12]([CH2:30][CH2:31][CH2:32][O:33][C:34]2[C:43]3[C:38](=[CH:39][CH:40]=[CH:41][CH:42]=3)[CH:37]=[CH:36][CH:35]=2)[C:11]=1[C:44]([O:46]CC)=[O:45])([CH3:3])[CH3:2].[OH-].[Na+]. (6) Given the product [C:5]([C:15]1[CH:16]=[C:11]([C:7]([CH3:10])([CH3:9])[CH3:8])[CH:12]=[CH:13][N:14]=1)#[N:6], predict the reactants needed to synthesize it. The reactants are: C[Si]([C:5]#[N:6])(C)C.[C:7]([C:11]1[CH:16]=[CH:15][N+:14]([O-])=[CH:13][CH:12]=1)([CH3:10])([CH3:9])[CH3:8].CN(C)C(Cl)=O.C([O-])([O-])=O.[K+].[K+].